Dataset: Peptide-MHC class I binding affinity with 185,985 pairs from IEDB/IMGT. Task: Regression. Given a peptide amino acid sequence and an MHC pseudo amino acid sequence, predict their binding affinity value. This is MHC class I binding data. (1) The peptide sequence is GTHVLLPFY. The MHC is HLA-A31:01 with pseudo-sequence HLA-A31:01. The binding affinity (normalized) is 0.302. (2) The peptide sequence is MQVFFGYFA. The MHC is HLA-A02:01 with pseudo-sequence HLA-A02:01. The binding affinity (normalized) is 0.784. (3) The peptide sequence is KRAAAGIMK. The MHC is HLA-B27:05 with pseudo-sequence HLA-B27:05. The binding affinity (normalized) is 0.601. (4) The binding affinity (normalized) is 0.0847. The MHC is HLA-B18:01 with pseudo-sequence HLA-B18:01. The peptide sequence is SSRGYSAIW. (5) The MHC is HLA-A02:01 with pseudo-sequence HLA-A02:01. The peptide sequence is LGYPFAWFL. The binding affinity (normalized) is 0.379. (6) The peptide sequence is RPVPHWPKY. The MHC is HLA-B27:05 with pseudo-sequence HLA-B27:05. The binding affinity (normalized) is 0.0847. (7) The peptide sequence is ITEMLQKEY. The MHC is HLA-A29:02 with pseudo-sequence HLA-A29:02. The binding affinity (normalized) is 0.173. (8) The peptide sequence is YTPEQWWPF. The MHC is HLA-C14:02 with pseudo-sequence HLA-C14:02. The binding affinity (normalized) is 0.364.